Dataset: Forward reaction prediction with 1.9M reactions from USPTO patents (1976-2016). Task: Predict the product of the given reaction. (1) Given the reactants C(Cl)(=O)C(Cl)=O.[CH3:7][O:8][CH2:9][C:10]1[CH:15]=[C:14]([C:16]([OH:18])=O)[CH:13]=[CH:12][C:11]=1[C:19]1[CH:24]=[CH:23][CH:22]=[CH:21][C:20]=1[CH3:25].[NH2:26][C:27](=[N:40]O)[C:28]1[C:37]([F:38])=[CH:36][C:31]([C:32]([O:34][CH3:35])=[O:33])=[C:30]([F:39])[CH:29]=1.CCN(C(C)C)C(C)C, predict the reaction product. The product is: [F:39][C:30]1[CH:29]=[C:28]([C:27]2[N:26]=[C:16]([C:14]3[CH:13]=[CH:12][C:11]([C:19]4[CH:24]=[CH:23][CH:22]=[CH:21][C:20]=4[CH3:25])=[C:10]([CH2:9][O:8][CH3:7])[CH:15]=3)[O:18][N:40]=2)[C:37]([F:38])=[CH:36][C:31]=1[C:32]([O:34][CH3:35])=[O:33]. (2) Given the reactants [Cl:1][C:2]1[CH:3]=[C:4]([SH:9])[CH:5]=[C:6]([Cl:8])[CH:7]=1.C(N(CC)CC)C.Br[CH2:18][C:19]([O:21][CH2:22][CH3:23])=[O:20], predict the reaction product. The product is: [CH2:22]([O:21][C:19](=[O:20])[CH2:18][S:9][C:4]1[CH:3]=[C:2]([Cl:1])[CH:7]=[C:6]([Cl:8])[CH:5]=1)[CH3:23]. (3) The product is: [CH3:17][N:18]1[C:22]2[CH:23]=[CH:24][C:25]([O:27][C:2]3[CH:3]=[CH:4][C:5]4[N:6]([CH:8]=[C:9]([NH:11][C:12]([CH:14]5[CH2:16][CH2:15]5)=[O:13])[N:10]=4)[N:7]=3)=[CH:26][C:21]=2[N:20]=[C:19]1[CH3:28]. Given the reactants I[C:2]1[CH:3]=[CH:4][C:5]2[N:6]([CH:8]=[C:9]([NH:11][C:12]([CH:14]3[CH2:16][CH2:15]3)=[O:13])[N:10]=2)[N:7]=1.[CH3:17][N:18]1[C:22]2[CH:23]=[CH:24][C:25]([OH:27])=[CH:26][C:21]=2[N:20]=[C:19]1[CH3:28].C(=O)([O-])[O-].[K+].[K+], predict the reaction product. (4) Given the reactants C([O:4][CH2:5][C@@H:6]1[C@@H:13]2[C@@H:9]([O:10][C:11]([CH3:15])([CH3:14])[O:12]2)[C@H:8]([N:16]2[CH:24]=[N:23][C:22]3[C:17]2=[N:18][CH:19]=[N:20][C:21]=3I)[CH2:7]1)(=O)C.CCN(C(C)C)C(C)C.[C:35]1([C:41]#[CH:42])[CH:40]=[CH:39][CH:38]=[CH:37][CH:36]=1.N, predict the reaction product. The product is: [CH3:14][C:11]1([CH3:15])[O:10][C@H:9]2[C@H:8]([N:16]3[CH:24]=[N:23][C:22]4[C:17]3=[N:18][CH:19]=[N:20][C:21]=4[C:42]#[C:41][C:35]3[CH:40]=[CH:39][CH:38]=[CH:37][CH:36]=3)[CH2:7][C@H:6]([CH2:5][OH:4])[C@H:13]2[O:12]1. (5) Given the reactants [Cl:1][C:2]1[CH:3]=[C:4]2[C:8](=[CH:9][CH:10]=1)[NH:7][C:6](=[O:11])[C:5]12[C:23]2[NH:22][C:21]3[C:16](=[CH:17][C:18]([O:24]C)=[CH:19][CH:20]=3)[C:15]=2[CH2:14][CH:13]([CH3:26])[NH:12]1.B(Cl)(Cl)Cl, predict the reaction product. The product is: [Cl:1][C:2]1[CH:3]=[C:4]2[C:8](=[CH:9][CH:10]=1)[NH:7][C:6](=[O:11])[C:5]12[C:23]2[NH:22][C:21]3[C:16](=[CH:17][C:18]([OH:24])=[CH:19][CH:20]=3)[C:15]=2[CH2:14][CH:13]([CH3:26])[NH:12]1. (6) The product is: [Br:3][C:4]1[C:5]([CH2:22][O:23][CH3:28])=[N:6][N:7]([CH:9]2[CH2:14][CH2:13][N:12]([C:15]([O:17][C:18]([CH3:20])([CH3:19])[CH3:21])=[O:16])[CH2:11][CH2:10]2)[CH:8]=1. Given the reactants [H-].[Na+].[Br:3][C:4]1[C:5]([CH2:22][OH:23])=[N:6][N:7]([CH:9]2[CH2:14][CH2:13][N:12]([C:15]([O:17][C:18]([CH3:21])([CH3:20])[CH3:19])=[O:16])[CH2:11][CH2:10]2)[CH:8]=1.S(OC)(O[CH3:28])(=O)=O, predict the reaction product. (7) The product is: [F:25][C:20]1[CH:19]=[C:18]([NH:17][C:15]([C:10]2[C:11]([CH3:14])=[N:12][S:13][C:9]=2[NH:8][C:6]2[CH:5]=[N:4][CH:3]=[C:2]([CH:26]=[CH2:27])[N:7]=2)=[O:16])[CH:23]=[CH:22][C:21]=1[F:24]. Given the reactants Cl[C:2]1[N:7]=[C:6]([NH:8][C:9]2[S:13][N:12]=[C:11]([CH3:14])[C:10]=2[C:15]([NH:17][C:18]2[CH:23]=[CH:22][C:21]([F:24])=[C:20]([F:25])[CH:19]=2)=[O:16])[CH:5]=[N:4][CH:3]=1.[CH:26](B1OB(C=C)OB(C=C)O1)=[CH2:27].N1C=CC=CC=1.C(=O)([O-])[O-].[K+].[K+].CN(C1C(C2C(P(C3CCCCC3)C3CCCCC3)=CC=CC=2)=CC=CC=1)C, predict the reaction product. (8) Given the reactants [CH:1]1([N:5]2[CH2:10][CH2:9][N:8]([C:11](=[O:24])[CH2:12][N:13]3[CH2:22][CH2:21][C:20]4[CH:19]=[C:18](Cl)[N:17]=[N:16][C:15]=4[CH2:14]3)[CH2:7][CH2:6]2)[CH2:4][CH2:3][CH2:2]1.[N:25]1[CH:30]=[C:29](B(O)O)[CH:28]=[N:27][CH:26]=1.C([O-])([O-])=O.[Na+].[Na+], predict the reaction product. The product is: [CH:1]1([N:5]2[CH2:10][CH2:9][N:8]([C:11](=[O:24])[CH2:12][N:13]3[CH2:22][CH2:21][C:20]4[CH:19]=[C:18]([C:29]5[CH:30]=[N:25][CH:26]=[N:27][CH:28]=5)[N:17]=[N:16][C:15]=4[CH2:14]3)[CH2:7][CH2:6]2)[CH2:4][CH2:3][CH2:2]1. (9) Given the reactants F[P-](F)(F)(F)(F)F.N1(OC(N(C)C)=[N+](C)C)C2N=CC=CC=2N=N1.[Br:25][C:26]1[CH:31]=[CH:30][C:29]([CH2:32][NH:33][CH3:34])=[CH:28][C:27]=1[Cl:35].[C:36]([O:40][C:41]([NH:43][CH2:44][C:45]([OH:47])=O)=[O:42])([CH3:39])([CH3:38])[CH3:37].CCN(C(C)C)C(C)C, predict the reaction product. The product is: [Br:25][C:26]1[CH:31]=[CH:30][C:29]([CH2:32][N:33]([CH3:34])[C:45](=[O:47])[CH2:44][NH:43][C:41](=[O:42])[O:40][C:36]([CH3:37])([CH3:38])[CH3:39])=[CH:28][C:27]=1[Cl:35]. (10) The product is: [ClH:35].[CH3:34][N:2]([CH3:1])[CH2:3][CH2:4][CH2:5][C:6]1[CH:7]=[C:8]([NH:13][C:14]2[N:15]=[CH:16][C:17]3[CH2:18][C:19](=[S:33])[NH:20][C:21]4[CH:28]=[C:27]([C:29]([F:32])([F:31])[F:30])[CH:26]=[CH:25][C:22]=4[C:23]=3[N:24]=2)[C:9]([CH3:12])=[N:10][CH:11]=1. Given the reactants [CH3:1][N:2]([CH3:34])[CH2:3][CH2:4][CH2:5][C:6]1[CH:7]=[C:8]([NH:13][C:14]2[N:15]=[CH:16][C:17]3[CH2:18][C:19](=[S:33])[NH:20][C:21]4[CH:28]=[C:27]([C:29]([F:32])([F:31])[F:30])[CH:26]=[CH:25][C:22]=4[C:23]=3[N:24]=2)[C:9]([CH3:12])=[N:10][CH:11]=1.[ClH:35], predict the reaction product.